This data is from Catalyst prediction with 721,799 reactions and 888 catalyst types from USPTO. The task is: Predict which catalyst facilitates the given reaction. (1) Reactant: [CH3:1][O:2][C:3]1[C:8]([O:9][CH3:10])=[C:7]([O:11][CH2:12][C:13]2[CH:18]=[CH:17][CH:16]=[CH:15][CH:14]=2)[C:6]([CH3:19])=[C:5](Br)[N:4]=1.C1COCC1.C([Li])CCC.Br[CH2:32][CH2:33][C:34]1[CH:39]=[CH:38][C:37]([O:40][Si:41]([C:44]([CH3:47])([CH3:46])[CH3:45])([CH3:43])[CH3:42])=[CH:36][CH:35]=1. Product: [CH3:1][O:2][C:3]1[C:8]([O:9][CH3:10])=[C:7]([O:11][CH2:12][C:13]2[CH:18]=[CH:17][CH:16]=[CH:15][CH:14]=2)[C:6]([CH3:19])=[C:5]([CH2:32][CH2:33][C:34]2[CH:39]=[CH:38][C:37]([O:40][Si:41]([C:44]([CH3:45])([CH3:47])[CH3:46])([CH3:42])[CH3:43])=[CH:36][CH:35]=2)[N:4]=1. The catalyst class is: 6. (2) Reactant: [CH:1]1([NH:7][CH2:8][CH:9]([O:11][C:12](=[O:19])[C:13]2[CH:18]=[CH:17][CH:16]=[CH:15][CH:14]=2)[CH3:10])[CH2:6][CH2:5][CH2:4][CH2:3][CH2:2]1.C([O-])([O-])=O.[K+].[K+].[CH2:26](I)[CH3:27]. Product: [C:12]([O:11][CH:9]([CH3:10])[CH2:8][N:7]([CH:1]1[CH2:6][CH2:5][CH2:4][CH2:3][CH2:2]1)[CH2:26][CH3:27])(=[O:19])[C:13]1[CH:14]=[CH:15][CH:16]=[CH:17][CH:18]=1. The catalyst class is: 26. (3) Reactant: [C:1]([NH:11][CH2:12][C:13]([OH:15])=O)([O:3][CH2:4][C:5]1[CH:10]=[CH:9][CH:8]=[CH:7][CH:6]=1)=[O:2].CCN=C=NCCCN(C)C.C1C=CC2N(O)N=NC=2C=1.CCN(C(C)C)C(C)C.[Si:46]([O:53][CH2:54][CH2:55][N:56]([CH2:71][C:72](=[O:96])[N:73]([CH2:86][CH2:87][O:88][Si:89]([C:92]([CH3:95])([CH3:94])[CH3:93])([CH3:91])[CH3:90])[CH2:74][CH2:75][C:76]([O:78][CH2:79][C:80]1[CH:85]=[CH:84][CH:83]=[CH:82][CH:81]=1)=[O:77])[C:57](=[O:70])[CH2:58][NH:59][CH2:60][CH2:61][O:62][Si:63]([CH3:69])([CH3:68])[C:64]([CH3:67])([CH3:66])[CH3:65])([C:49]([CH3:52])([CH3:51])[CH3:50])([CH3:48])[CH3:47]. Product: [Si:63]([O:62][CH2:61][CH2:60][N:59]([CH2:58][C:57](=[O:70])[N:56]([CH2:55][CH2:54][O:53][Si:46]([C:49]([CH3:52])([CH3:51])[CH3:50])([CH3:47])[CH3:48])[CH2:71][C:72](=[O:96])[N:73]([CH2:86][CH2:87][O:88][Si:89]([C:92]([CH3:93])([CH3:94])[CH3:95])([CH3:90])[CH3:91])[CH2:74][CH2:75][C:76]([O:78][CH2:79][C:80]1[CH:81]=[CH:82][CH:83]=[CH:84][CH:85]=1)=[O:77])[C:13](=[O:15])[CH2:12][NH:11][C:1](=[O:2])[O:3][CH2:4][C:5]1[CH:6]=[CH:7][CH:8]=[CH:9][CH:10]=1)([C:64]([CH3:67])([CH3:65])[CH3:66])([CH3:69])[CH3:68]. The catalyst class is: 2. (4) Reactant: S(Cl)([Cl:3])=O.[F:5][C:6]([F:22])([F:21])[C:7]1[CH:12]=[CH:11][C:10]([C:13]2[CH:18]=[CH:17][C:16]([CH2:19]O)=[CH:15][CH:14]=2)=[CH:9][CH:8]=1. Product: [Cl:3][CH2:19][C:16]1[CH:17]=[CH:18][C:13]([C:10]2[CH:11]=[CH:12][C:7]([C:6]([F:22])([F:21])[F:5])=[CH:8][CH:9]=2)=[CH:14][CH:15]=1. The catalyst class is: 22. (5) Reactant: [O:1]=[C:2]1[CH2:11][CH2:10][C:9]2[C:4](=[CH:5][CH:6]=[C:7]([C:12]3[CH:17]=[CH:16][C:15]([C:18]([F:21])([F:20])[F:19])=[CH:14][CH:13]=3)[CH:8]=2)[N:3]1[CH2:22][C:23]([OH:25])=[O:24].C(=O)(O)[O-].[Na+:30].O. Product: [O:1]=[C:2]1[CH2:11][CH2:10][C:9]2[C:4](=[CH:5][CH:6]=[C:7]([C:12]3[CH:13]=[CH:14][C:15]([C:18]([F:20])([F:19])[F:21])=[CH:16][CH:17]=3)[CH:8]=2)[N:3]1[CH2:22][C:23]([O-:25])=[O:24].[Na+:30]. The catalyst class is: 7. (6) Reactant: [N+:1]([C:4]1[CH:9]=[CH:8][C:7]([C:10]([CH3:17])([CH3:16])[C:11]([O:13][CH2:14][CH3:15])=[O:12])=[CH:6][CH:5]=1)([O-])=O.C([O-])=O.[K+]. Product: [NH2:1][C:4]1[CH:5]=[CH:6][C:7]([C:10]([CH3:16])([CH3:17])[C:11]([O:13][CH2:14][CH3:15])=[O:12])=[CH:8][CH:9]=1. The catalyst class is: 748. (7) Reactant: C(N1C2=NC(CC)=C(C[N:20]([CH2:29][C:30]3[CH:31]=[C:32]([C:37]4[CH:42]=[CH:41][CH:40]=[C:39]([CH2:43][N:44]5[CH2:49][CH2:48][NH:47][C@@H:46]([CH3:50])[CH2:45]5)[CH:38]=4)[C:33]([F:36])=[CH:34][CH:35]=3)[C:21]([C:23]3([C:26]([NH2:28])=[O:27])[CH2:25][CH2:24]3)=[O:22])C(NC3CCOCC3)=C2C=N1)C.BrC1C=C(CN([CH2:71][C:72]2[C:73]([NH:85][CH:86]3[CH2:91][CH2:90][O:89][CH2:88][CH2:87]3)=[C:74]3[CH:82]=[N:81][N:80]([CH2:83][CH3:84])[C:75]3=[N:76][C:77]=2[CH2:78][CH3:79])C(C2(C(N)=O)CC2)=O)C=CC=1F.C[C@H]1CN(CC2C=CC=C(B3OC(C)(C)C(C)(C)O3)C=2)CCN1[C:115]([O:117][C:118]([CH3:121])([CH3:120])[CH3:119])=[O:116].C([O-])([O-])=O.[Na+].[Na+]. Product: [CH2:83]([N:80]1[C:75]2=[N:76][C:77]([CH2:78][CH3:79])=[C:72]([CH2:71][NH:28][C:26]([C:23]3([C:21]([NH:20][CH2:29][C:30]4[CH:35]=[CH:34][C:33]([F:36])=[C:32]([C:37]5[CH:42]=[CH:41][CH:40]=[C:39]([CH2:43][N:44]6[CH2:49][CH2:48][N:47]([C:115]([O:117][C:118]([CH3:121])([CH3:120])[CH3:119])=[O:116])[C@@H:46]([CH3:50])[CH2:45]6)[CH:38]=5)[CH:31]=4)=[O:22])[CH2:24][CH2:25]3)=[O:27])[C:73]([NH:85][CH:86]3[CH2:87][CH2:88][O:89][CH2:90][CH2:91]3)=[C:74]2[CH:82]=[N:81]1)[CH3:84]. The catalyst class is: 117.